Predict the product of the given reaction. From a dataset of Forward reaction prediction with 1.9M reactions from USPTO patents (1976-2016). (1) The product is: [CH2:1]([O:8][N:9]1[C:18]2[C:13](=[CH:14][CH:15]=[CH:16][N:17]=2)[C:12]([OH:19])=[C:11]([C:28]([NH:27][C:21]2[CH:26]=[CH:25][CH:24]=[CH:23][CH:22]=2)=[O:29])[C:10]1=[O:20])[C:2]1[CH:7]=[CH:6][CH:5]=[CH:4][CH:3]=1. Given the reactants [CH2:1]([O:8][N:9]1[C:18]2[C:13](=[CH:14][CH:15]=[CH:16][N:17]=2)[C:12]([OH:19])=[CH:11][C:10]1=[O:20])[C:2]1[CH:7]=[CH:6][CH:5]=[CH:4][CH:3]=1.[C:21]1([N:27]=[C:28]=[O:29])[CH:26]=[CH:25][CH:24]=[CH:23][CH:22]=1, predict the reaction product. (2) Given the reactants [CH:1]1([CH2:4][O:5][C:6]2[CH:11]=[CH:10][C:9]([S:12]([CH2:15][CH3:16])(=[O:14])=[O:13])=[CH:8][C:7]=2[C:17]2[CH:18]=[C:19]([OH:25])[C:20](=[O:24])[N:21]([CH3:23])[CH:22]=2)[CH2:3][CH2:2]1.FC(F)(F)S(O[CH2:32][C:33]([F:36])([F:35])[F:34])(=O)=O.C([O-])([O-])=O.[Cs+].[Cs+], predict the reaction product. The product is: [CH:1]1([CH2:4][O:5][C:6]2[CH:11]=[CH:10][C:9]([S:12]([CH2:15][CH3:16])(=[O:14])=[O:13])=[CH:8][C:7]=2[C:17]2[CH:18]=[C:19]([O:25][CH2:32][C:33]([F:36])([F:35])[F:34])[C:20](=[O:24])[N:21]([CH3:23])[CH:22]=2)[CH2:3][CH2:2]1. (3) Given the reactants ClC1C=CC2SC=C(CN3CCN(C4SC(C(O)=O)=C(C)N=4)C3=O)C=2C=1.[CH3:27][C:28]1[N:29]=[C:30]([N:36]2[CH2:40][CH2:39][N:38]([CH2:41][C:42]3[CH:43]=[N:44][CH:45]=[CH:46][CH:47]=3)[C:37]2=[O:48])[S:31][C:32]=1[C:33]([OH:35])=O.[CH2:49]([NH2:56])[C:50]1[CH:55]=[CH:54][CH:53]=[CH:52][CH:51]=1, predict the reaction product. The product is: [CH2:49]([NH:56][C:33]([C:32]1[S:31][C:30]([N:36]2[CH2:40][CH2:39][N:38]([CH2:41][C:42]3[CH:43]=[N:44][CH:45]=[CH:46][CH:47]=3)[C:37]2=[O:48])=[N:29][C:28]=1[CH3:27])=[O:35])[C:50]1[CH:55]=[CH:54][CH:53]=[CH:52][CH:51]=1. (4) Given the reactants [CH:1]1([C:4]([OH:6])=O)[CH2:3][CH2:2]1.Cl.C(N=C=NCCCN(C)C)C.ON1C2C=CC=CC=2N=N1.C(N(C(C)C)CC)(C)C.[C:38]([O:42][C:43]([N:45]1[C@H:54]([CH2:55][NH2:56])[CH2:53][C:52]2[C:47](=[CH:48][CH:49]=[CH:50][CH:51]=2)[CH2:46]1)=[O:44])([CH3:41])([CH3:40])[CH3:39], predict the reaction product. The product is: [C:38]([O:42][C:43]([N:45]1[C@H:54]([CH2:55][NH:56][C:4]([CH:1]2[CH2:3][CH2:2]2)=[O:6])[CH2:53][C:52]2[C:47](=[CH:48][CH:49]=[CH:50][CH:51]=2)[CH2:46]1)=[O:44])([CH3:41])([CH3:40])[CH3:39].